This data is from Forward reaction prediction with 1.9M reactions from USPTO patents (1976-2016). The task is: Predict the product of the given reaction. (1) Given the reactants [CH3:1][C:2]1[S:3][C:4]2[CH:10]=[C:9]([C:11](=[O:27])[CH2:12][CH2:13][CH:14]3[CH2:19][CH2:18][N:17]([CH2:20]C4C=CC=CC=4)[CH2:16][CH2:15]3)[CH:8]=[CH:7][C:5]=2[N:6]=1.ClC(O[CH:32]([Cl:34])[CH3:33])=O.[OH2:35], predict the reaction product. The product is: [CH3:1][C:2]1[S:3][C:4]2[CH:10]=[C:9]([C:11](=[O:27])[CH2:12][CH2:13][CH:14]3[CH2:19][CH2:18][N:17]([C:20]([CH:32]([Cl:34])[CH3:33])=[O:35])[CH2:16][CH2:15]3)[CH:8]=[CH:7][C:5]=2[N:6]=1. (2) The product is: [CH3:1][S:2]([N:5]1[C:13]2[C:8](=[CH:9][CH:10]=[C:11]([NH2:14])[CH:12]=2)[CH2:7][CH2:6]1)(=[O:4])=[O:3]. Given the reactants [CH3:1][S:2]([N:5]1[C:13]2[C:8](=[CH:9][CH:10]=[C:11]([N+:14]([O-])=O)[CH:12]=2)[CH2:7][CH2:6]1)(=[O:4])=[O:3].C(O)C, predict the reaction product. (3) Given the reactants S1[CH2:6][CH2:5][C:4](=[O:7])[CH2:3][CH2:2]1.C(N(CC([O-])=O)CC(O)=O)CN(CC([O-])=O)CC(O)=O.[Na+].[Na+].O[O:31][S:32]([O-:34])=O.[K+].C(=O)(O)[O-].[Na+], predict the reaction product. The product is: [O:31]=[S:32]1(=[O:34])[CH2:6][CH2:5][C:4](=[O:7])[CH2:3][CH2:2]1. (4) Given the reactants [Cl:1][C:2]1([Cl:14])[CH2:4][C@@H:3]1[C@H:5]([NH:7][S@](C(C)(C)C)=O)[CH3:6].Cl.O1CCOCC1, predict the reaction product. The product is: [ClH:1].[Cl:1][C:2]1([Cl:14])[CH2:4][C@H:3]1[C@H:5]([NH2:7])[CH3:6]. (5) Given the reactants Cl[C:2]1[CH:7]=[CH:6][C:5]([N+:8]([O-:10])=[O:9])=[CH:4][C:3]=1[N+:11]([O-:13])=[O:12].[NH2:14][C:15]1[CH:20]=[CH:19][C:18]([CH2:21][CH2:22][OH:23])=[CH:17][CH:16]=1, predict the reaction product. The product is: [N+:11]([C:3]1[CH:4]=[C:5]([N+:8]([O-:10])=[O:9])[CH:6]=[CH:7][C:2]=1[NH:14][C:15]1[CH:20]=[CH:19][C:18]([CH2:21][CH2:22][OH:23])=[CH:17][CH:16]=1)([O-:13])=[O:12].